From a dataset of Reaction yield outcomes from USPTO patents with 853,638 reactions. Predict the reaction yield, written as a fraction of the theoretical maximum amount of product (1.0 means a 100% yield; for example, 0.34 means a 34% yield). (1) The reactants are C(OCCOCCl)(=O)C.[CH:10]([O:13][P:14]([O:19]C(C)C)[O:15][CH:16]([CH3:18])[CH3:17])([CH3:12])[CH3:11]. No catalyst specified. The product is [PH:14](=[O:19])([O:15][CH:16]([CH3:18])[CH3:17])[O:13][CH:10]([CH3:12])[CH3:11]. The yield is 0.470. (2) The reactants are [Cl:1][C:2]1[CH:3]=[CH:4][C:5]([N+:11]([O-])=O)=[C:6]([CH:10]=1)[C:7]([OH:9])=[O:8]. The catalyst is C(O)C.[Ni]. The product is [NH2:11][C:5]1[CH:4]=[CH:3][C:2]([Cl:1])=[CH:10][C:6]=1[C:7]([OH:9])=[O:8]. The yield is 0.960. (3) The reactants are C([O-])([O-])=O.[K+].[K+].[CH:7]([C:9]1[CH:10]=[C:11]([CH2:16][C:17]([O:19][CH3:20])=[O:18])[CH:12]=[CH:13][C:14]=1[OH:15])=O.Br.Br[CH2:23][C:24]([C:26]1[CH:31]=[CH:30][N:29]=[CH:28][CH:27]=1)=[O:25].O. The catalyst is CN(C=O)C. The product is [C:24]([C:23]1[O:15][C:14]2[CH:13]=[CH:12][C:11]([CH2:16][C:17]([O:19][CH3:20])=[O:18])=[CH:10][C:9]=2[CH:7]=1)(=[O:25])[C:26]1[CH:31]=[CH:30][N:29]=[CH:28][CH:27]=1. The yield is 0.260. (4) The reactants are C[C@@H]1O[C@@H](OC(C[C@H](CC(O[C@H](CC(O[C@@H:37]2[C@@H:44]([C:45]([OH:47])=[O:46])[N:43]([CH3:48])[C:41](=[O:42])[C@H:40]([C@H:49]([O:65][C@@H:66]3[O:70][C@H:69]([CH2:71][NH2:72])[C@@H:68]([OH:73])[C@H:67]3[OH:74])[C@H:50]3[O:54][C@@H:53]([N:55]4[C:61](=[O:62])[NH:60][C:58](=[O:59])[CH:57]=[CH:56]4)[C@H:52]([OH:63])[C@@H:51]3[OH:64])[N:39]([CH3:75])[CH2:38]2)=O)CCCCCCCCCCCC(C)C)=O)C)=O)[C@H](OC)[C@H](OC)[C@H]1OC. The catalyst is C(O)(=O)C. The product is [CH3:75][N:39]1[C@@H:40]([CH:49]([O:65][C@@H:66]2[O:70][C@H:69]([CH2:71][NH2:72])[C@@H:68]([OH:73])[C@H:67]2[OH:74])[C@H:50]2[O:54][C@@H:53]([N:55]3[C:61](=[O:62])[NH:60][C:58](=[O:59])[CH:57]=[CH:56]3)[C@H:52]([OH:63])[C@@H:51]2[OH:64])[C:41](=[O:42])[N:43]([CH3:48])[C:44]([C:45]([OH:47])=[O:46])=[CH:37][CH2:38]1. The yield is 0.990. (5) The reactants are [C:1]([O:5][C:6]([NH:8][C:9]1[S:10][CH:11]=[C:12]([CH2:14][C:15]([O:17]CC)=[O:16])[N:13]=1)=[O:7])([CH3:4])([CH3:3])[CH3:2].O.[OH-].[Li+].C(O)(=O)CC(CC(O)=O)(C(O)=O)O. The catalyst is C(O)C. The product is [C:1]([O:5][C:6]([NH:8][C:9]1[S:10][CH:11]=[C:12]([CH2:14][C:15]([OH:17])=[O:16])[N:13]=1)=[O:7])([CH3:4])([CH3:2])[CH3:3]. The yield is 0.890. (6) The reactants are [F:1][C:2]1[CH:3]=[C:4]([CH:20]=[CH:21][C:22]=1[F:23])[CH2:5][N:6]1[CH:15]=[CH:14][C:13]2[C:8](=[CH:9][C:10]([C:16]([OH:18])=O)=[CH:11][CH:12]=2)[C:7]1=[O:19].CCN=C=NCCCN(C)C.Cl.C1C=CC2N(O)N=NC=2C=1.[CH3:46][O:47][C:48]1[CH:53]=[C:52]([CH2:54][NH2:55])[CH:51]=[CH:50][N:49]=1.C([O-])(O)=O.[Na+]. The catalyst is CN(C)C=O.O. The product is [CH3:46][O:47][C:48]1[CH:53]=[C:52]([CH2:54][NH:55][C:16]([C:10]2[CH:9]=[C:8]3[C:13]([CH:14]=[CH:15][N:6]([CH2:5][C:4]4[CH:20]=[CH:21][C:22]([F:23])=[C:2]([F:1])[CH:3]=4)[C:7]3=[O:19])=[CH:12][CH:11]=2)=[O:18])[CH:51]=[CH:50][N:49]=1. The yield is 0.917.